Dataset: Reaction yield outcomes from USPTO patents with 853,638 reactions. Task: Predict the reaction yield, written as a fraction of the theoretical maximum amount of product (1.0 means a 100% yield; for example, 0.34 means a 34% yield). (1) The reactants are [C:1]([NH:4][C:5]1[CH:10]=[C:9]([C:11]2[S:12][C:13]([C:17]([O:19][CH2:20][CH3:21])=[O:18])=[C:14](Br)[N:15]=2)[CH:8]=[CH:7][N:6]=1)(=[O:3])[CH3:2].[Br-].[CH:23]1[C:32]2[C:27](=[CH:28][CH:29]=[CH:30][CH:31]=2)[CH:26]=[CH:25][C:24]=1[CH2:33][Zn+].C1COCC1. The catalyst is CC(C)([P](C(C)(C)C)([Pd][P](C(C)(C)C)(C(C)(C)C)C(C)(C)C)C(C)(C)C)C. The product is [C:1]([NH:4][C:5]1[CH:10]=[C:9]([C:11]2[S:12][C:13]([C:17]([O:19][CH2:20][CH3:21])=[O:18])=[C:14]([CH2:33][C:24]3[CH:25]=[CH:26][C:27]4[C:32](=[CH:31][CH:30]=[CH:29][CH:28]=4)[CH:23]=3)[N:15]=2)[CH:8]=[CH:7][N:6]=1)(=[O:3])[CH3:2]. The yield is 0.400. (2) The reactants are C(N[CH:5]([CH3:7])[CH3:6])(C)C.C([Li])CCC.[CH3:13][O:14][C:15](=[O:26])[CH2:16][C:17]1C=CC(SC)=C(Cl)C=1.ICC1CC[O:31][CH2:30]1. The catalyst is O1CCCC1.CN1CCCN(C)C1=O. The product is [CH3:13][O:14][C:15](=[O:26])[CH:16]([CH:6]1[CH2:5][CH2:7][O:31][CH2:30]1)[CH3:17]. The yield is 0.410. (3) The reactants are [F:1][C:2]1[CH:7]=[C:6]([N+:8]([O-])=O)[CH:5]=[CH:4][C:3]=1[OH:11]. The catalyst is [Pd].CCO. The product is [NH2:8][C:6]1[CH:5]=[CH:4][C:3]([OH:11])=[C:2]([F:1])[CH:7]=1. The yield is 0.960. (4) The reactants are [C:1]([O:5][C:6](=[O:19])[NH:7][C:8]([C:12]1[CH:13]=[N:14][C:15]([Cl:18])=[CH:16][CH:17]=1)([CH3:11])[CH:9]=[O:10])([CH3:4])([CH3:3])[CH3:2].[Cl:20][C:21]1[CH:26]=[CH:25][C:24]([Mg]Br)=[CH:23][C:22]=1[F:29].[Cl-].[NH4+]. The catalyst is O1CCCC1. The product is [C:1]([O:5][C:6](=[O:19])[NH:7][C:8]([C:12]1[CH:13]=[N:14][C:15]([Cl:18])=[CH:16][CH:17]=1)([CH3:11])[CH:9]([C:24]1[CH:25]=[CH:26][C:21]([Cl:20])=[C:22]([F:29])[CH:23]=1)[OH:10])([CH3:2])([CH3:3])[CH3:4]. The yield is 0.840. (5) The reactants are [NH2:1][C:2]1[CH:7]=[CH:6][C:5]([Cl:8])=[CH:4][C:3]=1[NH:9][C:10]1[N:18]=[C:17]2[C:13]([NH:14][C:15](=[O:25])[N:16]2[CH:19]2[CH2:24][CH2:23][O:22][CH2:21][CH2:20]2)=[C:12]([C:26]2[CH:31]=[CH:30][N:29]=[CH:28][CH:27]=2)[N:11]=1.[CH3:32]OC(OC)OC.C1(C)C=CC(S(O)(=O)=O)=CC=1. The catalyst is CO. The product is [Cl:8][C:5]1[CH:6]=[CH:7][C:2]2[N:1]=[CH:32][N:9]([C:10]3[N:18]=[C:17]4[C:13]([NH:14][C:15](=[O:25])[N:16]4[CH:19]4[CH2:24][CH2:23][O:22][CH2:21][CH2:20]4)=[C:12]([C:26]4[CH:27]=[CH:28][N:29]=[CH:30][CH:31]=4)[N:11]=3)[C:3]=2[CH:4]=1. The yield is 0.180. (6) The reactants are CC(C)([O-])C.[K+].[Br:7][C:8]1[CH:9]=[CH:10][C:11](F)=[C:12]([C:14]([F:17])([F:16])[F:15])[CH:13]=1.[F:19][C:20]([F:26])([F:25])[C:21]([OH:24])([CH3:23])[CH3:22]. The catalyst is CN1C(=O)N(C)CC1. The product is [Br:7][C:8]1[CH:9]=[CH:10][C:11]([O:24][C:21]([CH3:23])([CH3:22])[C:20]([F:26])([F:25])[F:19])=[C:12]([C:14]([F:17])([F:16])[F:15])[CH:13]=1. The yield is 0.500. (7) The reactants are [C:1]1(=[O:9])[CH2:8][CH2:7][CH2:6][CH2:5][CH2:4][CH2:3][CH2:2]1.[Li+].CC([N-]C(C)C)C.Br[CH2:19][C:20]1[CH:29]=[CH:28][C:23]([C:24]([O:26][CH3:27])=[O:25])=[CH:22][CH:21]=1. The catalyst is C1COCC1. The product is [CH3:27][O:26][C:24](=[O:25])[C:23]1[CH:28]=[CH:29][C:20]([CH2:19][CH:2]2[CH2:3][CH2:4][CH2:5][CH2:6][CH2:7][CH2:8][C:1]2=[O:9])=[CH:21][CH:22]=1. The yield is 0.800. (8) The yield is 0.870. The catalyst is Cl[Pd]Cl.[Fe].ClCCl. The product is [Cl:10][C:9]1[CH:8]=[CH:7][N:6]=[C:5]2[NH:11][C:2]([C:21]3[CH:20]=[N:19][N:18]([CH:15]4[CH2:16][CH2:17][O:12][CH2:13][CH2:14]4)[CH:22]=3)=[N:3][C:4]=12. The reactants are Br[C:2]1[NH:11][C:5]2=[N:6][CH:7]=[CH:8][C:9]([Cl:10])=[C:4]2[N:3]=1.[O:12]1[CH2:17][CH2:16][CH:15]([N:18]2[CH:22]=[C:21](B3OC(C)(C)C(C)(C)O3)[CH:20]=[N:19]2)[CH2:14][CH2:13]1.C(=O)([O-])[O-].[Na+].[Na+].C([O-])(=O)C.[Na+].C(#N)C.C1(P(C2C=CC=CC=2)C2C=CC=CC=2)CCCC1. (9) The reactants are [C:1]([NH:4][C:5]1[CH:13]=[CH:12][C:8]([C:9]([OH:11])=O)=[CH:7][CH:6]=1)(=[O:3])[CH3:2].CN(C=O)C.C(Cl)(=O)C(Cl)=O.[NH2:25][C:26]1[S:30][C:29]([NH:31][C:32]2[C:41]3[C:36](=[CH:37][CH:38]=[CH:39][CH:40]=3)[CH:35]=[CH:34][CH:33]=2)=[N:28][C:27]=1[C:42]([NH2:44])=[O:43]. The catalyst is C1COCC1.N1C=CC=CC=1. The product is [C:1]([NH:4][C:5]1[CH:6]=[CH:7][C:8]([C:9]([NH:25][C:26]2[S:30][C:29]([NH:31][C:32]3[C:41]4[C:36](=[CH:37][CH:38]=[CH:39][CH:40]=4)[CH:35]=[CH:34][CH:33]=3)=[N:28][C:27]=2[C:42]([NH2:44])=[O:43])=[O:11])=[CH:12][CH:13]=1)(=[O:3])[CH3:2]. The yield is 0.290. (10) The reactants are [CH:1]1([C:6]([C:8]2[CH:13]=[CH:12][CH:11]=[CH:10][C:9]=2F)=O)[CH2:5][CH2:4][CH2:3][CH2:2]1.[NH2:15][NH2:16]. No catalyst specified. The product is [CH:1]1([C:6]2[C:8]3[C:9](=[CH:10][CH:11]=[CH:12][CH:13]=3)[NH:16][N:15]=2)[CH2:5][CH2:4][CH2:3][CH2:2]1. The yield is 0.890.